Dataset: Forward reaction prediction with 1.9M reactions from USPTO patents (1976-2016). Task: Predict the product of the given reaction. (1) Given the reactants [CH2:1]([O:5][C:6]1[CH:41]=[CH:40][CH:39]=[CH:38][C:7]=1[CH2:8][N:9]1[CH2:37][CH2:36][C:12]2([CH2:17][CH2:16][N:15]([C:18]([C:20]3[CH:21]=[C:22]([CH:33]=[CH:34][CH:35]=3)[C:23]([O:25]CC3C=CC=CC=3)=[O:24])=[O:19])[CH2:14][CH2:13]2)[CH2:11][CH2:10]1)[CH:2]([CH3:4])[CH3:3], predict the reaction product. The product is: [CH2:1]([O:5][C:6]1[CH:41]=[CH:40][CH:39]=[CH:38][C:7]=1[CH2:8][N:9]1[CH2:10][CH2:11][C:12]2([CH2:13][CH2:14][N:15]([C:18]([C:20]3[CH:21]=[C:22]([CH:33]=[CH:34][CH:35]=3)[C:23]([OH:25])=[O:24])=[O:19])[CH2:16][CH2:17]2)[CH2:36][CH2:37]1)[CH:2]([CH3:4])[CH3:3]. (2) Given the reactants [F:1][C:2]1[CH:3]=[CH:4][C:5]([O:34][CH3:35])=[C:6]([C:8]2[C:9]3[CH:16]=[C:15]([C:17]4[CH2:18][CH2:19][N:20]([CH2:23][C:24]5[CH:33]=[CH:32][C:27]([C:28]([O:30]C)=[O:29])=[CH:26][CH:25]=5)[CH2:21][CH:22]=4)[NH:14][C:10]=3[N:11]=[CH:12][N:13]=2)[CH:7]=1.[OH-].[Na+], predict the reaction product. The product is: [F:1][C:2]1[CH:3]=[CH:4][C:5]([O:34][CH3:35])=[C:6]([C:8]2[C:9]3[CH:16]=[C:15]([C:17]4[CH2:18][CH2:19][N:20]([CH2:23][C:24]5[CH:25]=[CH:26][C:27]([C:28]([OH:30])=[O:29])=[CH:32][CH:33]=5)[CH2:21][CH:22]=4)[NH:14][C:10]=3[N:11]=[CH:12][N:13]=2)[CH:7]=1. (3) Given the reactants [CH2:1]([O:8][C:9]1[C:14]2[C:15]([NH2:18])=[N:16][NH:17][C:13]=2[CH:12]=[CH:11][N:10]=1)[C:2]1[CH:7]=[CH:6][CH:5]=[CH:4][CH:3]=1.[O:19]1[CH2:24][CH:23]=[C:22]([C:25]#[N:26])[CH2:21][CH2:20]1.C1CCN2C(=NCCC2)CC1, predict the reaction product. The product is: [NH2:18][C:15]1[C:14]2[C:9]([O:8][CH2:1][C:2]3[CH:3]=[CH:4][CH:5]=[CH:6][CH:7]=3)=[N:10][CH:11]=[CH:12][C:13]=2[N:17]([C@@H:21]2[C@@H:22]([C:25]#[N:26])[CH2:23][CH2:24][O:19][CH2:20]2)[N:16]=1. (4) Given the reactants C([Li])CCC.[CH2:6]([CH:10]([CH2:14]C)[C:11]([OH:13])=[O:12])C(C)C.[CH:16]([C:19]1[CH:26]=[CH:25][C:22]([CH2:23]Cl)=[CH:21][CH:20]=1)([CH3:18])[CH3:17].Cl, predict the reaction product. The product is: [CH:16]([C:19]1[CH:26]=[CH:25][C:22]([CH2:23][C:10]([CH3:14])([CH3:6])[C:11]([OH:13])=[O:12])=[CH:21][CH:20]=1)([CH3:18])[CH3:17]. (5) Given the reactants F[C:2](F)(F)[C:3]([OH:5])=[O:4].[Cl:8][C:9]1[C:10]([F:38])=[C:11]([CH:15]2[C:19]([C:22]3[C:27]([F:28])=[CH:26][C:25]([Cl:29])=[CH:24][N:23]=3)([C:20]#[N:21])[CH:18]([CH2:30][C:31]([CH3:34])([CH3:33])[CH3:32])[NH:17][CH:16]2[C:35]([OH:37])=O)[CH:12]=[CH:13][CH:14]=1.[CH2:39](N)C.CN(C(O[N:50]1N=N[C:52]2[CH:53]=[CH:54]C=N[C:51]1=2)=[N+](C)C)C.F[P-](F)(F)(F)(F)F.CCN(C(C)C)C(C)C, predict the reaction product. The product is: [CH3:2][C:3]1([CH3:39])[O:5][C@@H:53]([CH2:52][CH2:51][NH:50][C:35]([CH:16]2[CH:15]([C:11]3[CH:12]=[CH:13][CH:14]=[C:9]([Cl:8])[C:10]=3[F:38])[C:19]([C:22]3[C:27]([F:28])=[CH:26][C:25]([Cl:29])=[CH:24][N:23]=3)([C:20]#[N:21])[CH:18]([CH2:30][C:31]([CH3:34])([CH3:32])[CH3:33])[NH:17]2)=[O:37])[CH2:54][O:4]1. (6) Given the reactants [NH:1]([C:3]1[CH:12]=[CH:11][CH:10]=[C:9]2[C:4]=1[CH:5]=[CH:6][CH:7]=[N:8]2)[NH2:2].[CH2:13]([C:20]1([C:25](O)=[O:26])[CH2:24][CH2:23][CH2:22][CH2:21]1)[C:14]1[CH:19]=[CH:18][CH:17]=[CH:16][CH:15]=1, predict the reaction product. The product is: [CH2:13]([C:20]1([C:25]([NH:2][NH:1][C:3]2[CH:12]=[CH:11][CH:10]=[C:9]3[C:4]=2[CH:5]=[CH:6][CH:7]=[N:8]3)=[O:26])[CH2:24][CH2:23][CH2:22][CH2:21]1)[C:14]1[CH:19]=[CH:18][CH:17]=[CH:16][CH:15]=1.